This data is from Forward reaction prediction with 1.9M reactions from USPTO patents (1976-2016). The task is: Predict the product of the given reaction. (1) Given the reactants Br[C:2]1[CH:7]=[CH:6][C:5]([Br:8])=[CH:4][CH:3]=1.[NH:9]1[CH2:14][CH2:13][S:12](=[O:16])(=[O:15])[CH2:11][CH2:10]1.C1C=CC(P(C2C(C3C(P(C4C=CC=CC=4)C4C=CC=CC=4)=CC=C4C=3C=CC=C4)=C3C(C=CC=C3)=CC=2)C2C=CC=CC=2)=CC=1.CC([O-])(C)C.[Na+], predict the reaction product. The product is: [Br:8][C:5]1[CH:6]=[CH:7][C:2]([N:9]2[CH2:14][CH2:13][S:12](=[O:16])(=[O:15])[CH2:11][CH2:10]2)=[CH:3][CH:4]=1. (2) Given the reactants [C:1]([C:3]1[C:29]([F:30])=[CH:28][C:6]([C:7]([NH:9][C:10]2[C:15]([CH3:16])=[CH:14][C:13]([C:17]([F:26])([C:22]([F:25])([F:24])[F:23])[C:18]([F:21])([F:20])[F:19])=[CH:12][C:11]=2[CH3:27])=[O:8])=[C:5]([F:31])[C:4]=1[N+:32]([O-])=O)#[N:2].[H][H], predict the reaction product. The product is: [NH2:32][C:4]1[C:5]([F:31])=[C:6]([CH:28]=[C:29]([F:30])[C:3]=1[C:1]#[N:2])[C:7]([NH:9][C:10]1[C:15]([CH3:16])=[CH:14][C:13]([C:17]([F:26])([C:18]([F:19])([F:20])[F:21])[C:22]([F:24])([F:25])[F:23])=[CH:12][C:11]=1[CH3:27])=[O:8]. (3) Given the reactants [OH:1][C:2]1[C:7]([CH3:8])=[C:6]([OH:9])[CH:5]=[CH:4][C:3]=1[C:10](=[O:13])[CH2:11][CH3:12].C(N(C(C)C)CC)(C)C.Cl[CH2:24][O:25][CH3:26], predict the reaction product. The product is: [OH:1][C:2]1[C:7]([CH3:8])=[C:6]([O:9][CH2:24][O:25][CH3:26])[CH:5]=[CH:4][C:3]=1[C:10](=[O:13])[CH2:11][CH3:12]. (4) Given the reactants [N+:1]([C:4]1[CH:5]=[C:6]([CH:15]=[CH:16][C:17]=1[O:18][C:19]([F:22])([F:21])[F:20])[CH2:7][NH:8][C:9](=[O:14])[C:10]([CH3:13])([CH3:12])[CH3:11])([O-])=O.[NH4+].[Cl-], predict the reaction product. The product is: [NH2:1][C:4]1[CH:5]=[C:6]([CH:15]=[CH:16][C:17]=1[O:18][C:19]([F:20])([F:21])[F:22])[CH2:7][NH:8][C:9](=[O:14])[C:10]([CH3:13])([CH3:12])[CH3:11].